Dataset: Full USPTO retrosynthesis dataset with 1.9M reactions from patents (1976-2016). Task: Predict the reactants needed to synthesize the given product. (1) The reactants are: Cl[C:2]1[C:7]([C:8]([O:10][CH2:11][CH3:12])=[O:9])=[C:6]([CH3:13])[N:5]=[C:4]([S:14][CH3:15])[N:3]=1.C(OC(N[C:24]1[CH:29]=[CH:28][C:27](B(O)O)=[CH:26][CH:25]=1)=O)(C)(C)C.[C:33](=O)([O-])[O-:34].[K+].[K+]. Given the product [CH3:33][O:34][C:24]1[CH:25]=[CH:26][C:27]([C:2]2[C:7]([C:8]([O:10][CH2:11][CH3:12])=[O:9])=[C:6]([CH3:13])[N:5]=[C:4]([S:14][CH3:15])[N:3]=2)=[CH:28][CH:29]=1, predict the reactants needed to synthesize it. (2) Given the product [Cl:1][C:2]1[CH:3]=[C:4]([NH:8][C:9]([N:11]2[CH2:16][CH2:15][C:14]3[NH:17][N:18]=[C:19]([CH:20]4[CH2:23][CH2:21]4)[C:13]=3[CH2:12]2)=[O:10])[CH:5]=[CH:6][CH:7]=1, predict the reactants needed to synthesize it. The reactants are: [Cl:1][C:2]1[CH:3]=[C:4]([NH:8][C:9]([N:11]2[CH2:16][CH2:15][C:14]3[NH:17][N:18]=[C:19]([CH:20]=[CH2:21])[C:13]=3[CH2:12]2)=[O:10])[CH:5]=[CH:6][CH:7]=1.[Zn](CC)[CH2:23]C.ClCI.